From a dataset of Peptide-MHC class II binding affinity with 134,281 pairs from IEDB. Regression. Given a peptide amino acid sequence and an MHC pseudo amino acid sequence, predict their binding affinity value. This is MHC class II binding data. The peptide sequence is AFILDGDNLFWKV. The MHC is DRB3_0101 with pseudo-sequence DRB3_0101. The binding affinity (normalized) is 0.938.